Dataset: Forward reaction prediction with 1.9M reactions from USPTO patents (1976-2016). Task: Predict the product of the given reaction. (1) Given the reactants [F:1][C:2]1[CH:7]=[CH:6][C:5](B(O)O)=[CH:4][C:3]=1[C:11]1[C:16]([F:17])=[CH:15][C:14]([F:18])=[CH:13][N:12]=1.Br[C:20]1[N:24]2[N:25]=[CH:26][C:27]([C:29]([F:32])([CH3:31])[CH3:30])=[N:28][C:23]2=[N:22][CH:21]=1.P([O-])([O-])([O-])=O.[K+].[K+].[K+], predict the reaction product. The product is: [F:17][C:16]1[C:11]([C:3]2[CH:4]=[C:5]([C:20]3[N:24]4[N:25]=[CH:26][C:27]([C:29]([F:32])([CH3:30])[CH3:31])=[N:28][C:23]4=[N:22][CH:21]=3)[CH:6]=[CH:7][C:2]=2[F:1])=[N:12][CH:13]=[C:14]([F:18])[CH:15]=1. (2) Given the reactants [I:1][C:2]1[CH:3]=[CH:4][C:5]2[N:6]([CH:8]=[C:9]([NH2:11])[N:10]=2)[N:7]=1.[CH2:12]([C:15]1[CH:23]=[CH:22][C:18]([C:19](Cl)=[O:20])=[CH:17][CH:16]=1)[CH2:13][CH3:14].CN(C)C(=[O:28])C, predict the reaction product. The product is: [CH:18]([O:28][CH:4]([CH3:3])[CH3:5])([CH3:19])[CH3:22].[I:1][C:2]1[CH:3]=[CH:4][C:5]2[N:6]([CH:8]=[C:9]([NH:11][C:19](=[O:20])[C:18]3[CH:22]=[CH:23][C:15]([CH2:12][CH2:13][CH3:14])=[CH:16][CH:17]=3)[N:10]=2)[N:7]=1. (3) Given the reactants [Cl:1][CH2:2][CH2:3][OH:4].[Li+].CC([N-]C(C)C)C.F[C:14]1[CH:19]=[C:18]([F:20])[CH:17]=[CH:16][C:15]=1[N+:21]([O-:23])=[O:22], predict the reaction product. The product is: [Cl:1][CH2:2][CH2:3][O:4][C:14]1[CH:19]=[C:18]([F:20])[CH:17]=[CH:16][C:15]=1[N+:21]([O-:23])=[O:22]. (4) The product is: [Br:8][C:6]1[CH:7]=[C:2]([NH:1][C:17](=[O:19])[CH3:18])[C:3]([Cl:9])=[N:4][CH:5]=1. Given the reactants [NH2:1][C:2]1[C:3]([Cl:9])=[N:4][CH:5]=[C:6]([Br:8])[CH:7]=1.C(N(CC)CC)C.[C:17](Cl)(=[O:19])[CH3:18], predict the reaction product. (5) The product is: [C:1]([O:5][C:6](=[O:20])[C:7]([N:9]1[C:13]2[CH:14]=[CH:15][CH:16]=[CH:17][C:12]=2[N:11]([CH2:33][CH:25]2[C:26]3[C:31](=[CH:30][CH:29]=[CH:28][C:27]=3[CH3:32])[N:23]([CH3:22])[CH2:24]2)[C:10]1=[O:18])([CH3:8])[CH3:19])([CH3:2])([CH3:3])[CH3:4]. Given the reactants [C:1]([O:5][C:6](=[O:20])[C:7]([CH3:19])([N:9]1[C:13]2[CH:14]=[CH:15][CH:16]=[CH:17][C:12]=2[NH:11][C:10]1=[O:18])[CH3:8])([CH3:4])([CH3:3])[CH3:2].[I-].[CH3:22][N:23]1[C:31]2[C:26](=[C:27]([CH3:32])[CH:28]=[CH:29][CH:30]=2)[C:25]([CH2:33][N+](C)(C)C)=[CH:24]1.C([O-])([O-])=O.[K+].[K+], predict the reaction product. (6) Given the reactants [Br:1][C:2]1[CH:7]=[CH:6][CH:5]=[C:4]([CH2:8][CH2:9][CH:10]([F:13])[CH2:11]I)[CH:3]=1.C1CCN2C(=NCCC2)CC1.CCOC(C)=O, predict the reaction product. The product is: [Br:1][C:2]1[CH:7]=[CH:6][CH:5]=[C:4]([CH2:8][CH2:9][C:10]([F:13])=[CH2:11])[CH:3]=1. (7) Given the reactants Br[CH2:2][CH2:3][CH2:4][CH2:5][C:6](Cl)=[O:7].[S:9]1[CH:13]=[CH:12][CH:11]=[C:10]1[C:14]1[CH:15]=[C:16]([NH2:19])[NH:17][N:18]=1.CCN(C(C)C)C(C)C.C(O)C(N)(CO)CO.[C:37]([N:40]1[CH2:46][CH2:45][CH2:44][NH:43][CH2:42][CH2:41]1)(=[O:39])[CH3:38], predict the reaction product. The product is: [S:9]1[CH:13]=[CH:12][CH:11]=[C:10]1[C:14]1[NH:18][N:17]=[C:16]([NH:19][C:6](=[O:7])[CH2:5][CH2:4][CH2:3][CH2:2][N:43]2[CH2:44][CH2:45][CH2:46][N:40]([C:37](=[O:39])[CH3:38])[CH2:41][CH2:42]2)[CH:15]=1. (8) Given the reactants Cl[C:2]1[N:7]=[C:6]([Cl:8])[N:5]=[C:4]2[N:9]([CH:12]3[CH2:17][CH2:16][CH2:15][CH2:14][O:13]3)[N:10]=[CH:11][C:3]=12.[CH3:18][Mg]Br, predict the reaction product. The product is: [Cl:8][C:6]1[N:5]=[C:4]2[N:9]([CH:12]3[CH2:17][CH2:16][CH2:15][CH2:14][O:13]3)[N:10]=[CH:11][C:3]2=[C:2]([CH3:18])[N:7]=1. (9) Given the reactants [N:1]1[CH:6]=[CH:5][CH:4]=[CH:3][C:2]=1[C:7]([NH:9][CH2:10][CH2:11][CH2:12]OS(C)(=O)=O)=[O:8].[Br-:18].[Li+], predict the reaction product. The product is: [Br:18][CH2:12][CH2:11][CH2:10][NH:9][C:7]([C:2]1[CH:3]=[CH:4][CH:5]=[CH:6][N:1]=1)=[O:8]. (10) Given the reactants [F:1][C:2]1[CH:7]=[CH:6][C:5]([C:8]2[CH:9]=[C:10]([O:24]C)[C:11]([O:22]C)=[N:12][C:13]=2[C:14]2[CH:19]=[CH:18][C:17]([C:20]#[N:21])=[CH:16][CH:15]=2)=[CH:4][CH:3]=1.B(Br)(Br)Br, predict the reaction product. The product is: [F:1][C:2]1[CH:3]=[CH:4][C:5]([C:8]2[CH:9]=[C:10]([OH:24])[C:11](=[O:22])[NH:12][C:13]=2[C:14]2[CH:19]=[CH:18][C:17]([C:20]#[N:21])=[CH:16][CH:15]=2)=[CH:6][CH:7]=1.